This data is from NCI-60 drug combinations with 297,098 pairs across 59 cell lines. The task is: Regression. Given two drug SMILES strings and cell line genomic features, predict the synergy score measuring deviation from expected non-interaction effect. Drug 1: CC1OCC2C(O1)C(C(C(O2)OC3C4COC(=O)C4C(C5=CC6=C(C=C35)OCO6)C7=CC(=C(C(=C7)OC)O)OC)O)O. Drug 2: CN(C)C1=NC(=NC(=N1)N(C)C)N(C)C. Cell line: HOP-62. Synergy scores: CSS=41.2, Synergy_ZIP=7.88, Synergy_Bliss=7.57, Synergy_Loewe=-27.6, Synergy_HSA=3.72.